This data is from Reaction yield outcomes from USPTO patents with 853,638 reactions. The task is: Predict the reaction yield, written as a fraction of the theoretical maximum amount of product (1.0 means a 100% yield; for example, 0.34 means a 34% yield). (1) The reactants are [C:1]([C:6]1[CH:7]=[CH:8][C:9]([O:29]C)=[C:10]([CH:28]=1)[C:11]([NH:13][C:14]1[CH:19]=[C:18]([C:20]([F:23])([F:22])[F:21])[CH:17]=[C:16]([C:24]([F:27])([F:26])[F:25])[CH:15]=1)=[O:12])(=[O:5])[CH:2]([CH3:4])[CH3:3].N1C(C)=CC(C)=CC=1C.[I-].[Li+].Cl. No catalyst specified. The product is [F:21][C:20]([F:22])([F:23])[C:18]1[CH:19]=[C:14]([NH:13][C:11](=[O:12])[C:10]2[CH:28]=[C:6]([C:1](=[O:5])[CH:2]([CH3:3])[CH3:4])[CH:7]=[CH:8][C:9]=2[OH:29])[CH:15]=[C:16]([C:24]([F:26])([F:27])[F:25])[CH:17]=1. The yield is 0.653. (2) The reactants are [Cl:1][C:2]1[N:7]=[C:6]([Cl:8])[C:5]([CH:9]([CH3:15])[C:10](OCC)=[O:11])=[C:4]([Cl:16])[N:3]=1.CC(C[AlH]CC(C)C)C.Cl. The catalyst is C1COCC1. The product is [Cl:1][C:2]1[N:3]=[C:4]([Cl:16])[C:5]([CH:9]([CH3:15])[CH2:10][OH:11])=[C:6]([Cl:8])[N:7]=1. The yield is 0.440. (3) The yield is 1.00. The catalyst is CO.[OH-].[Na+]. The reactants are C([S:4][C@@H:5]1[CH2:22][CH2:21][C@@:20]2([CH3:23])[CH:7]([C:8](=[CH2:25])[CH2:9][C@@H:10]3[C@@H:19]2[CH2:18][CH2:17][C@@:15]2([CH3:16])[C@H:11]3[CH2:12][CH2:13][C:14]2=[O:24])[CH2:6]1)(=O)C. The product is [SH:4][C@@H:5]1[CH2:22][CH2:21][C@@:20]2([CH3:23])[CH:7]([C:8](=[CH2:25])[CH2:9][C@@H:10]3[C@@H:19]2[CH2:18][CH2:17][C@@:15]2([CH3:16])[C@H:11]3[CH2:12][CH2:13][C:14]2=[O:24])[CH2:6]1. (4) The reactants are [CH3:1][O:2][C:3]1[CH:8]=[C:7]([C:9]([F:12])([F:11])[F:10])[CH:6]=[CH:5][C:4]=1[C:13]1[C:22]2[C:17](=[CH:18][C:19]([S:24]([N:27](CC3C=CC(OC)=CC=3)[C:28]3[S:29][CH:30]=[CH:31][N:32]=3)(=[O:26])=[O:25])=[CH:20][C:21]=2[CH3:23])[N:16]=[CH:15][CH:14]=1. The catalyst is CO.O. The product is [CH3:1][O:2][C:3]1[CH:8]=[C:7]([C:9]([F:12])([F:11])[F:10])[CH:6]=[CH:5][C:4]=1[C:13]1[C:22]2[C:17](=[CH:18][C:19]([S:24]([NH:27][C:28]3[S:29][CH:30]=[CH:31][N:32]=3)(=[O:25])=[O:26])=[CH:20][C:21]=2[CH3:23])[N:16]=[CH:15][CH:14]=1. The yield is 0.320. (5) The reactants are [Cl:1][C:2]1[CH:9]=[CH:8][C:5]([CH:6]=O)=[CH:4][CH:3]=1.Cl.[NH2:11][OH:12].[OH-].[Na+]. The catalyst is C(O)C.O. The product is [Cl:1][C:2]1[CH:9]=[CH:8][C:5](/[CH:6]=[N:11]\[OH:12])=[CH:4][CH:3]=1. The yield is 0.970.